This data is from Catalyst prediction with 721,799 reactions and 888 catalyst types from USPTO. The task is: Predict which catalyst facilitates the given reaction. Reactant: [N:1]1[CH:6]=[CH:5][CH:4]=[CH:3][C:2]=1[C:7]1[CH:8]=[C:9](Br)[C:10]([O:13][CH3:14])=[N:11][CH:12]=1.[C:16]([C:18]1[CH:23]=[CH:22][CH:21]=[CH:20][C:19]=1B1OC(C([O-])=O)C=CO1)#[N:17].C(=O)([O-])[O-].[Cs+].[Cs+].CN(C)C=O. Product: [C:16]([C:18]1[CH:23]=[CH:22][CH:21]=[CH:20][C:19]=1[C:9]1[C:10]([O:13][CH3:14])=[N:11][CH:12]=[C:7]([C:2]2[CH:3]=[CH:4][CH:5]=[CH:6][N:1]=2)[CH:8]=1)#[N:17]. The catalyst class is: 13.